This data is from Catalyst prediction with 721,799 reactions and 888 catalyst types from USPTO. The task is: Predict which catalyst facilitates the given reaction. (1) Reactant: [CH2:1]([O:3][C:4]([C:6]1[N:11]=[C:10](Br)[C:9]2[N:13]=[C:14]([C:16]3[CH:21]=[CH:20][C:19]([F:22])=[CH:18][CH:17]=3)[S:15][C:8]=2[C:7]=1[OH:23])=[O:5])[CH3:2].[CH3:24][Sn](C)(C)C. Product: [CH2:1]([O:3][C:4]([C:6]1[N:11]=[C:10]([CH3:24])[C:9]2[N:13]=[C:14]([C:16]3[CH:21]=[CH:20][C:19]([F:22])=[CH:18][CH:17]=3)[S:15][C:8]=2[C:7]=1[OH:23])=[O:5])[CH3:2]. The catalyst class is: 558. (2) Reactant: [Si]([O:8][CH2:9][CH2:10][CH:11]1[C:16]2[S:17][C:18]([C:20]([NH2:22])=[O:21])=[CH:19][C:15]=2[CH2:14][CH2:13][O:12]1)(C(C)(C)C)(C)C.[F-].C([N+](CCCC)(CCCC)CCCC)CCC. Product: [OH:8][CH2:9][CH2:10][CH:11]1[C:16]2[S:17][C:18]([C:20]([NH2:22])=[O:21])=[CH:19][C:15]=2[CH2:14][CH2:13][O:12]1. The catalyst class is: 7. (3) Reactant: [NH2:1][C:2]1[C:3]2[N:4]([C:8]([CH3:16])=[C:9]([C:11]([O:13][CH2:14][CH3:15])=[O:12])[N:10]=2)[CH:5]=[CH:6][CH:7]=1.[CH3:17][C:18]1[CH:25]=[CH:24][CH:23]=[C:22]([CH3:26])[C:19]=1[CH2:20]Cl.C(=O)([O-])[O-].[Na+].[Na+].[I-].[K+]. Product: [CH3:17][C:18]1[CH:25]=[CH:24][CH:23]=[C:22]([CH3:26])[C:19]=1[CH2:20][NH:1][C:2]1[C:3]2[N:4]([C:8]([CH3:16])=[C:9]([C:11]([O:13][CH2:14][CH3:15])=[O:12])[N:10]=2)[CH:5]=[CH:6][CH:7]=1. The catalyst class is: 10. (4) Reactant: C(OC(=O)[N:7]([CH2:32][C:33]1[CH:38]=[CH:37][C:36]([O:39][CH3:40])=[CH:35][CH:34]=1)[C:8]1[S:9][C:10]2[CH2:19][CH2:18][CH:17]([O:20][CH3:21])[C:16]3[C:12](=[CH:13][N:14]([CH2:22][C:23]4[CH:28]=[CH:27][C:26]([O:29][CH3:30])=[CH:25][CH:24]=4)[N:15]=3)[C:11]=2[N:31]=1)(C)(C)C. Product: [CH3:40][O:39][C:36]1[CH:35]=[CH:34][C:33]([CH2:32][NH:7][C:8]2[S:9][C:10]3[CH2:19][CH2:18][CH:17]([O:20][CH3:21])[C:16]4[C:12](=[CH:13][N:14]([CH2:22][C:23]5[CH:24]=[CH:25][C:26]([O:29][CH3:30])=[CH:27][CH:28]=5)[N:15]=4)[C:11]=3[N:31]=2)=[CH:38][CH:37]=1. The catalyst class is: 137. (5) Reactant: Br[C:2]1[CH:3]=[C:4]([CH:7]([O:11][CH2:12][CH3:13])[O:8][CH2:9][CH3:10])[S:5][CH:6]=1.C[CH2:15][O:16]CC.C([Li])CCC.CN(C=O)C. Product: [CH2:9]([O:8][CH:7]([O:11][CH2:12][CH3:13])[C:4]1[S:5][CH:6]=[C:2]([CH:15]=[O:16])[CH:3]=1)[CH3:10]. The catalyst class is: 81.